This data is from Forward reaction prediction with 1.9M reactions from USPTO patents (1976-2016). The task is: Predict the product of the given reaction. (1) Given the reactants [OH:1][C:2]1[CH:9]=[C:8]([CH3:10])[C:5]([CH:6]=[O:7])=[C:4]([O:11][CH2:12][O:13][CH3:14])[CH:3]=1.[CH2:15]([O:22][C:23]1[CH:24]=[C:25](B(O)O)[CH:26]=[CH:27][CH:28]=1)[C:16]1[CH:21]=[CH:20][CH:19]=[CH:18][CH:17]=1.CCN(CC)CC, predict the reaction product. The product is: [CH2:15]([O:22][C:23]1[CH:28]=[C:27]([CH:26]=[CH:25][CH:24]=1)[O:1][C:2]1[CH:9]=[C:8]([CH3:10])[C:5]([CH:6]=[O:7])=[C:4]([O:11][CH2:12][O:13][CH3:14])[CH:3]=1)[C:16]1[CH:21]=[CH:20][CH:19]=[CH:18][CH:17]=1. (2) Given the reactants [CH2:1]([O:3][C:4](=[O:22])[C:5]([CH3:21])([S:17]([CH3:20])(=[O:19])=[O:18])[CH2:6][CH2:7][C:8]1[CH:13]=[CH:12][C:11](B(O)O)=[CH:10][CH:9]=1)[CH3:2].[C:23]1([OH:29])[CH:28]=[CH:27][CH:26]=[CH:25][CH:24]=1.N1C=CC=CC=1, predict the reaction product. The product is: [CH3:21][C:5]([S:17]([CH3:20])(=[O:19])=[O:18])([CH2:6][CH2:7][C:8]1[CH:13]=[CH:12][C:11]([O:29][C:23]2[CH:28]=[CH:27][CH:26]=[CH:25][CH:24]=2)=[CH:10][CH:9]=1)[C:4]([O:3][CH2:1][CH3:2])=[O:22].